Dataset: Reaction yield outcomes from USPTO patents with 853,638 reactions. Task: Predict the reaction yield, written as a fraction of the theoretical maximum amount of product (1.0 means a 100% yield; for example, 0.34 means a 34% yield). (1) The reactants are [NH2:1][C:2]1[C:7]([Br:8])=[CH:6][C:5]([CH3:9])=[CH:4][N:3]=1.[H-].[Na+].[CH2:12]([N:19]1[CH:24]=[C:23]([Cl:25])[N:22]=[C:21](Cl)[C:20]1=[O:27])[C:13]1[CH:18]=[CH:17][CH:16]=[CH:15][CH:14]=1. The catalyst is C1COCC1. The product is [CH2:12]([N:19]1[CH:24]=[C:23]([Cl:25])[N:22]=[C:21]([NH:1][C:2]2[C:7]([Br:8])=[CH:6][C:5]([CH3:9])=[CH:4][N:3]=2)[C:20]1=[O:27])[C:13]1[CH:18]=[CH:17][CH:16]=[CH:15][CH:14]=1. The yield is 0.400. (2) The catalyst is O1CCOCC1. The yield is 0.560. The product is [CH3:14][C:2]1[C:11]2[CH:10]=[N:9][C:8]([S:12][CH3:13])=[N:7][C:6]=2[CH:5]=[CH:4][N:3]=1. The reactants are Cl[C:2]1[C:11]2[CH:10]=[N:9][C:8]([S:12][CH3:13])=[N:7][C:6]=2[CH:5]=[CH:4][N:3]=1.[CH3:14]B1OB(C)OB(C)O1.C1COCC1.C1(P(C2CCCCC2)C2C=CC=CC=2C2C(OC)=CC=CC=2OC)CCCCC1.[F-].[Cs+]. (3) The reactants are [NH2:1][C@@H:2]([C:24]1[CH:29]=[CH:28][CH:27]=[CH:26][CH:25]=1)[C:3]([NH:5][CH2:6][CH2:7][CH2:8][NH:9][S:10]([C:13]1[CH:18]=[CH:17][C:16]([F:19])=[CH:15][C:14]=1[C:20]([F:23])([F:22])[F:21])(=[O:12])=[O:11])=[O:4].[CH:30]1([CH2:35][CH2:36][C:37](O)=[O:38])[CH2:34][CH2:33][CH2:32][CH2:31]1.C1C=C2C(N(O)N=NC2=CC=1)=O.CN1CCOCC1.CCN=C=NCCCN(C)C.Cl. The catalyst is ClCCl. The product is [CH:30]1([CH2:35][CH2:36][C:37]([NH:1][C@@H:2]([C:24]2[CH:29]=[CH:28][CH:27]=[CH:26][CH:25]=2)[C:3]([NH:5][CH2:6][CH2:7][CH2:8][NH:9][S:10]([C:13]2[CH:18]=[CH:17][C:16]([F:19])=[CH:15][C:14]=2[C:20]([F:22])([F:23])[F:21])(=[O:11])=[O:12])=[O:4])=[O:38])[CH2:34][CH2:33][CH2:32][CH2:31]1. The yield is 0.900. (4) The catalyst is [Cu]I.C1(C=CC=CC=1)[P](C1C=CC=CC=1)(C1C=CC=CC=1)[Pd][P](C1C=CC=CC=1)(C1C=CC=CC=1)C1C=CC=CC=1. The product is [Br:8][C:6]1[N:7]=[C:2]([C:11]#[C:10][CH3:14])[C:3]([NH2:9])=[N:4][CH:5]=1. The yield is 0.840. The reactants are Br[C:2]1[C:3]([NH2:9])=[N:4][CH:5]=[C:6]([Br:8])[N:7]=1.[CH2:10]1[CH2:14]OC[CH2:11]1. (5) The reactants are Br[C:2]1[CH:3]=[C:4]([C:20]([O:22][CH3:23])=[O:21])[CH:5]=[C:6]2[C:11]=1[O:10][C:9]([N:12]1[CH2:17][CH2:16][O:15][C@H:14]([CH3:18])[CH2:13]1)=[CH:8][C:7]2=[O:19].C([Sn](CCCC)(CCCC)[C:29]([O:31]CC)=[CH2:30])CCC. The catalyst is O1CCOCC1.[Pd](Cl)Cl.C1(P(C2C=CC=CC=2)C2C=CC=CC=2)C=CC=CC=1.C1(P(C2C=CC=CC=2)C2C=CC=CC=2)C=CC=CC=1. The product is [C:29]([C:2]1[CH:3]=[C:4]([C:20]([O:22][CH3:23])=[O:21])[CH:5]=[C:6]2[C:11]=1[O:10][C:9]([N:12]1[CH2:17][CH2:16][O:15][C@H:14]([CH3:18])[CH2:13]1)=[CH:8][C:7]2=[O:19])(=[O:31])[CH3:30]. The yield is 0.880.